Dataset: Peptide-MHC class II binding affinity with 134,281 pairs from IEDB. Task: Regression. Given a peptide amino acid sequence and an MHC pseudo amino acid sequence, predict their binding affinity value. This is MHC class II binding data. (1) The peptide sequence is GVTVKDVTITAPGDS. The MHC is HLA-DQA10101-DQB10501 with pseudo-sequence HLA-DQA10101-DQB10501. The binding affinity (normalized) is 0. (2) The peptide sequence is GELYIVDKIDAAFKI. The MHC is DRB1_1101 with pseudo-sequence DRB1_1101. The binding affinity (normalized) is 0.597. (3) The MHC is HLA-DQA10101-DQB10501 with pseudo-sequence HLA-DQA10101-DQB10501. The binding affinity (normalized) is 0.325. The peptide sequence is ATTEEQKLIEDINAS. (4) The peptide sequence is EAKYDAYVATLSEALRIIAG. The MHC is HLA-DPA10201-DPB10501 with pseudo-sequence HLA-DPA10201-DPB10501. The binding affinity (normalized) is 0.554. (5) The peptide sequence is GVWAPFNVLKVIRSE. The MHC is DRB1_1302 with pseudo-sequence DRB1_1302. The binding affinity (normalized) is 0.135. (6) The peptide sequence is NVPLRGTIVTRPLME. The MHC is DRB1_0101 with pseudo-sequence DRB1_0101. The binding affinity (normalized) is 0.660.